Predict the product of the given reaction. From a dataset of Forward reaction prediction with 1.9M reactions from USPTO patents (1976-2016). (1) Given the reactants C([O:5][N:6]=[C:7]1[C:16]2[C:11](=[CH:12][CH:13]=[C:14]([OH:17])[CH:15]=2)[O:10][C:9]([C:18]2[N:23]=[CH:22][N:21]3[CH:24]=[CH:25][CH:26]=[C:20]3[CH:19]=2)=[CH:8]1)(C)(C)C.Cl.[Cl:28][CH2:29][CH2:30][CH2:31][C:32]1[CH:37]=[CH:36][N:35]=[CH:34][CH:33]=1.N1C=CC(CCCO)=CC=1, predict the reaction product. The product is: [ClH:28].[N:35]1[CH:36]=[CH:37][C:32]([CH2:31][CH2:30][CH2:29][O:17][C:14]2[CH:15]=[C:16]3[C:11](=[CH:12][CH:13]=2)[O:10][C:9]([C:18]2[N:23]=[CH:22][N:21]4[CH:24]=[CH:25][CH:26]=[C:20]4[CH:19]=2)=[CH:8][C:7]3=[N:6][OH:5])=[CH:33][CH:34]=1. (2) Given the reactants C(OC([N:8]1[CH2:13][CH2:12][CH:11]([N:14]2[C:22]3[CH:21]=[CH:20][N:19]=[CH:18][C:17]=3[C:16]([C:23]3[CH:28]=[CH:27][C:26]([Cl:29])=[CH:25][CH:24]=3)=[N:15]2)[CH2:10][CH2:9]1)=O)(C)(C)C.C(O)(C(F)(F)F)=O, predict the reaction product. The product is: [Cl:29][C:26]1[CH:27]=[CH:28][C:23]([C:16]2[C:17]3[CH:18]=[N:19][CH:20]=[CH:21][C:22]=3[N:14]([CH:11]3[CH2:12][CH2:13][NH:8][CH2:9][CH2:10]3)[N:15]=2)=[CH:24][CH:25]=1. (3) Given the reactants [O:1]([C:8]1[CH:13]=[CH:12][C:11]([C:14]([F:17])([F:16])[F:15])=[CH:10][C:9]=1[O:18]C)[C:2]1[CH:7]=[CH:6][CH:5]=[CH:4][CH:3]=1.B(Br)(Br)Br, predict the reaction product. The product is: [O:1]([C:8]1[CH:13]=[CH:12][C:11]([C:14]([F:15])([F:16])[F:17])=[CH:10][C:9]=1[OH:18])[C:2]1[CH:3]=[CH:4][CH:5]=[CH:6][CH:7]=1. (4) Given the reactants O=[C:2]([CH3:15])[CH2:3][C:4]1[O:9][C:8](=[O:10])[C:7]2[CH:11]=[CH:12][CH:13]=[CH:14][C:6]=2[N:5]=1.Cl.Cl.[NH:18]([C:20]1[CH:21]=[N:22][CH:23]=[CH:24][CH:25]=1)[NH2:19].C([O-])(=O)C.[Na+], predict the reaction product. The product is: [CH3:15][C:2]1[CH:3]=[C:4]([NH:5][C:6]2[CH:14]=[CH:13][CH:12]=[CH:11][C:7]=2[C:8]([OH:9])=[O:10])[N:18]([C:20]2[CH:21]=[N:22][CH:23]=[CH:24][CH:25]=2)[N:19]=1. (5) Given the reactants [CH3:1][O:2][C:3]1[CH:12]=[C:7]([C:8]([O:10]C)=[O:9])[C:6]([C:13]([O:15][CH3:16])=[O:14])=[C:5]([CH3:17])[CH:4]=1.[OH-].[Na+], predict the reaction product. The product is: [CH3:1][O:2][C:3]1[CH:4]=[C:5]([CH3:17])[C:6]([C:13]([O:15][CH3:16])=[O:14])=[C:7]([CH:12]=1)[C:8]([OH:10])=[O:9]. (6) Given the reactants [C:1]([NH:5][C:6]1[N:16]=[CH:15][CH:14]=[CH:13][C:7]=1[C:8]([O:10]CC)=[O:9])([CH3:4])([CH3:3])[CH3:2].O1CCCC1.[OH-].[Li+], predict the reaction product. The product is: [C:1]([NH:5][C:6]1[N:16]=[CH:15][CH:14]=[CH:13][C:7]=1[C:8]([OH:10])=[O:9])([CH3:4])([CH3:2])[CH3:3]. (7) The product is: [CH3:12][S:11][CH2:10][CH2:9][N:1]1[CH2:6][CH2:5][C:4](=[O:7])[CH2:3][CH2:2]1. Given the reactants [NH:1]1[CH2:6][CH2:5][C:4](=[O:7])[CH2:3][CH2:2]1.Cl[CH2:9][CH2:10][S:11][CH3:12], predict the reaction product.